From a dataset of Full USPTO retrosynthesis dataset with 1.9M reactions from patents (1976-2016). Predict the reactants needed to synthesize the given product. Given the product [C:17]([C:14]1[CH:15]=[CH:16][C:11]([C:7]2[CH:6]=[C:5]3[C:10](=[CH:9][CH:8]=2)[CH2:1][N:2]([CH2:32][C:31]([N:22]2[CH2:23][CH2:24][N:25]([CH:27]4[CH2:30][CH2:29][CH2:28]4)[CH2:26][CH2:21]2)=[O:33])[CH2:3][CH2:4]3)=[CH:12][CH:13]=1)(=[O:19])[CH3:18], predict the reactants needed to synthesize it. The reactants are: [CH2:1]1[C:10]2[C:5](=[CH:6][C:7]([C:11]3[CH:16]=[CH:15][C:14]([C:17](=[O:19])[CH3:18])=[CH:13][CH:12]=3)=[CH:8][CH:9]=2)[CH2:4][CH2:3][NH:2]1.Cl[CH:21]1[CH2:26][N:25]([CH:27]2[CH2:30][CH2:29][CH2:28]2)[CH2:24][CH2:23][NH:22]1.[C:31](N)(=[O:33])[CH3:32].C([O-])([O-])=O.[K+].[K+].[Na+].[I-].